The task is: Predict which catalyst facilitates the given reaction.. This data is from Catalyst prediction with 721,799 reactions and 888 catalyst types from USPTO. (1) Reactant: [CH3:1][O:2][CH:3]([O:20][CH3:21])[C:4]1[C:11]([O:12][CH2:13][O:14][CH3:15])=[C:10]([C:16]([F:19])([F:18])[F:17])[CH:9]=[CH:8][C:5]=1[CH:6]=O.[NH2:22][C:23]1[CH:36]=[CH:35][C:26]2[C@H:27]([CH2:30][C:31]([O:33][CH3:34])=[O:32])[CH2:28][O:29][C:25]=2[CH:24]=1.C(O)(=O)C.C(O[BH-](OC(=O)C)OC(=O)C)(=O)C.[Na+].C(=O)([O-])O.[Na+]. Product: [CH3:1][O:2][CH:3]([O:20][CH3:21])[C:4]1[C:11]([O:12][CH2:13][O:14][CH3:15])=[C:10]([C:16]([F:19])([F:18])[F:17])[CH:9]=[CH:8][C:5]=1[CH2:6][NH:22][C:23]1[CH:36]=[CH:35][C:26]2[C@H:27]([CH2:30][C:31]([O:33][CH3:34])=[O:32])[CH2:28][O:29][C:25]=2[CH:24]=1. The catalyst class is: 10. (2) Reactant: [CH3:1][O:2][C:3](=[O:26])[CH2:4][C:5]1[C:14]([CH3:15])=[C:13](B2OC(C)(C)C(C)(C)O2)[C:12]2[C:7](=[CH:8][CH:9]=[C:10]([Cl:25])[CH:11]=2)[CH:6]=1.Br[C:28]1[CH:33]=[CH:32][C:31]([S:34]([NH:37][CH2:38][CH2:39][OH:40])(=[O:36])=[O:35])=[CH:30][CH:29]=1.C(=O)([O-])[O-].[Na+].[Na+].O. Product: [CH3:1][O:2][C:3](=[O:26])[CH2:4][C:5]1[C:14]([CH3:15])=[C:13]([C:28]2[CH:29]=[CH:30][C:31]([S:34](=[O:35])(=[O:36])[NH:37][CH2:38][CH2:39][OH:40])=[CH:32][CH:33]=2)[C:12]2[C:7](=[CH:8][CH:9]=[C:10]([Cl:25])[CH:11]=2)[CH:6]=1. The catalyst class is: 564. (3) Reactant: [Cl:1][C:2]1[CH:3]=[C:4]2[N:18]([CH2:19][O:20]CC[Si](C)(C)C)[C:17]([O:27][C@H:28]3[C@H:32]4[O:33][CH2:34][C@@H:35]([OH:36])[C@H:31]4[O:30][CH2:29]3)=[CH:16][C:5]2=[N:6][C:7]=1[C:8]#[C:9][C:10]1[CH:15]=[CH:14][CH:13]=[CH:12][CH:11]=1.Cl. Product: [Cl:1][C:2]1[CH:3]=[C:4]2[N:18]([CH2:19][OH:20])[C:17]([O:27][C@H:28]3[C@H:32]4[O:33][CH2:34][C@@H:35]([OH:36])[C@H:31]4[O:30][CH2:29]3)=[CH:16][C:5]2=[N:6][C:7]=1[C:8]#[C:9][C:10]1[CH:11]=[CH:12][CH:13]=[CH:14][CH:15]=1. The catalyst class is: 1.